From a dataset of Reaction yield outcomes from USPTO patents with 853,638 reactions. Predict the reaction yield, written as a fraction of the theoretical maximum amount of product (1.0 means a 100% yield; for example, 0.34 means a 34% yield). (1) The reactants are CCCC[N+](CCCC)(CCCC)CCCC.[F-].[CH2:19]([S:21]([N:24]1[CH2:29][CH2:28][CH:27]([C:30]2[C:38]3[C:33](=[C:34]([C:47]#[N:48])[CH:35]=[C:36]([O:39][C:40]4[CH:45]=[CH:44][C:43]([CH3:46])=[CH:42][CH:41]=4)[CH:37]=3)[N:32](COCC[Si](C)(C)C)[CH:31]=2)[CH2:26][CH2:25]1)(=[O:23])=[O:22])[CH3:20].CCOC(C)=O.O. The catalyst is C1COCC1. The product is [CH2:19]([S:21]([N:24]1[CH2:29][CH2:28][CH:27]([C:30]2[C:38]3[C:33](=[C:34]([C:47]#[N:48])[CH:35]=[C:36]([O:39][C:40]4[CH:41]=[CH:42][C:43]([CH3:46])=[CH:44][CH:45]=4)[CH:37]=3)[NH:32][CH:31]=2)[CH2:26][CH2:25]1)(=[O:23])=[O:22])[CH3:20]. The yield is 1.00. (2) The reactants are [C:1]1([C:7]2([OH:13])[CH2:12][CH2:11][NH:10][CH2:9][CH2:8]2)[CH:6]=[CH:5][CH:4]=[CH:3][CH:2]=1.N1C(C)=CC=CC=1C.[I-].[K+].Br[CH2:25][CH2:26][CH:27]=[C:28]1[C:34]2[CH:35]=[CH:36][CH:37]=[N:38][C:33]=2[CH2:32][O:31][C:30]2[CH:39]=[CH:40][C:41]([C:43]([OH:46])([CH3:45])[CH3:44])=[CH:42][C:29]1=2. The catalyst is C(O)(C)C. The product is [OH:46][C:43]([C:41]1[CH:40]=[CH:39][C:30]2[O:31][CH2:32][C:33]3[N:38]=[CH:37][CH:36]=[CH:35][C:34]=3[C:28](=[CH:27][CH2:26][CH2:25][N:10]3[CH2:11][CH2:12][C:7]([C:1]4[CH:2]=[CH:3][CH:4]=[CH:5][CH:6]=4)([OH:13])[CH2:8][CH2:9]3)[C:29]=2[CH:42]=1)([CH3:45])[CH3:44]. The yield is 0.500. (3) The reactants are [F:1][C:2]1[CH:7]=[CH:6][C:5]([CH2:8][C:9]([OH:11])=[O:10])=[CH:4][CH:3]=1.[F:12][C:13]1[CH:14]=[C:15]([CH:18]=[CH:19][C:20]=1[F:21])[CH:16]=O.CC(OC(C)=O)=O.C(N(C(C)C)CC)(C)C.Cl. The catalyst is C(Cl)Cl.CO. The product is [F:12][C:13]1[CH:14]=[C:15]([CH:16]=[C:8]([C:5]2[CH:4]=[CH:3][C:2]([F:1])=[CH:7][CH:6]=2)[C:9]([OH:11])=[O:10])[CH:18]=[CH:19][C:20]=1[F:21]. The yield is 0.415. (4) The reactants are [OH:1][CH2:2][CH:3]([OH:6])[CH:4]=[CH2:5]. The catalyst is ClCCl. The product is [CH2:5]([CH:3]([OH:6])[CH2:2][OH:1])[CH2:4][CH:3]([OH:6])[CH2:2][OH:1]. The yield is 0.0820. (5) The reactants are [Cl:1][C:2]1[CH:7]=[CH:6][C:5]([NH:8][C:9]2[C:10]([C:19]([NH:21][NH2:22])=[O:20])=[CH:11][C:12]3[NH:16][CH:15]=[N:14][C:13]=3[C:17]=2[F:18])=[C:4]([CH3:23])[CH:3]=1.[C:24](Cl)(Cl)=[O:25]. The catalyst is C1(C)C=CC=CC=1. The product is [Cl:1][C:2]1[CH:7]=[CH:6][C:5]([NH:8][C:9]2[C:10]([C:19]3[O:20][C:24]([OH:25])=[N:22][N:21]=3)=[CH:11][C:12]3[NH:16][CH:15]=[N:14][C:13]=3[C:17]=2[F:18])=[C:4]([CH3:23])[CH:3]=1. The yield is 0.990. (6) The reactants are [C:1]1([C:7]2[S:8][C:9]([CH2:12]O)=[CH:10][N:11]=2)[CH:6]=[CH:5][CH:4]=[CH:3][CH:2]=1.C1(P(C2C=CC=CC=2)C2C=CC=CC=2)C=CC=CC=1.C(Br)(Br)(Br)[Br:34]. The catalyst is C(Cl)Cl. The product is [Br:34][CH2:12][C:9]1[S:8][C:7]([C:1]2[CH:6]=[CH:5][CH:4]=[CH:3][CH:2]=2)=[N:11][CH:10]=1. The yield is 0.480.